From a dataset of Reaction yield outcomes from USPTO patents with 853,638 reactions. Predict the reaction yield, written as a fraction of the theoretical maximum amount of product (1.0 means a 100% yield; for example, 0.34 means a 34% yield). (1) The reactants are F[C:2]1[N:9]=[CH:8][CH:7]=[C:6]([I:10])[C:3]=1[CH:4]=O.[F:11][C:12]1[CH:17]=[C:16]([F:18])[CH:15]=[CH:14][C:13]=1[NH:19][NH2:20]. The catalyst is CN1C(=O)CCC1. The product is [F:11][C:12]1[CH:17]=[C:16]([F:18])[CH:15]=[CH:14][C:13]=1[N:19]1[C:2]2=[N:9][CH:8]=[CH:7][C:6]([I:10])=[C:3]2[CH:4]=[N:20]1. The yield is 0.446. (2) The reactants are Cl[C:2]1[N:7]=[C:6]([NH:8][C:9]2[N:14]=[CH:13][C:12]3[N:15]=[CH:16][N:17]([CH:18]([CH3:20])[CH3:19])[C:11]=3[CH:10]=2)[CH:5]=[CH:4][N:3]=1.[NH:21]1[CH:25]=[C:24]([NH2:26])[CH:23]=[N:22]1.FC(F)(F)C(O)=O.C(O)(C)(C)C. The catalyst is ClCCl. The product is [CH:18]([N:17]1[C:11]2[CH:10]=[C:9]([NH:8][C:6]3[CH:5]=[CH:4][N:3]=[C:2]([NH:26][C:24]4[CH:25]=[N:21][NH:22][CH:23]=4)[N:7]=3)[N:14]=[CH:13][C:12]=2[N:15]=[CH:16]1)([CH3:20])[CH3:19]. The yield is 0.0800.